Dataset: Peptide-MHC class I binding affinity with 185,985 pairs from IEDB/IMGT. Task: Regression. Given a peptide amino acid sequence and an MHC pseudo amino acid sequence, predict their binding affinity value. This is MHC class I binding data. (1) The peptide sequence is YEQYECLTD. The MHC is HLA-B57:01 with pseudo-sequence HLA-B57:01. The binding affinity (normalized) is 0.0847. (2) The peptide sequence is ALINLVQYRI. The MHC is HLA-A02:06 with pseudo-sequence HLA-A02:06. The binding affinity (normalized) is 0.442. (3) The peptide sequence is ALDLSHFLK. The MHC is HLA-A30:01 with pseudo-sequence HLA-A30:01. The binding affinity (normalized) is 0.120. (4) The peptide sequence is AYIAFPTSCHMFI. The MHC is HLA-B51:01 with pseudo-sequence HLA-B51:01. The binding affinity (normalized) is 0.233. (5) The peptide sequence is GLEWVAVIWY. The MHC is HLA-B08:01 with pseudo-sequence HLA-B08:01. The binding affinity (normalized) is 0. (6) The peptide sequence is FLRGRAYGL. The MHC is HLA-B58:01 with pseudo-sequence HLA-B58:01. The binding affinity (normalized) is 0.0182. (7) The peptide sequence is KQYADVEGF. The MHC is Mamu-B52 with pseudo-sequence Mamu-B52. The binding affinity (normalized) is 0.318. (8) The peptide sequence is RTFDRFFEE. The MHC is HLA-A31:01 with pseudo-sequence HLA-A31:01. The binding affinity (normalized) is 0.467. (9) The peptide sequence is IVPEFAKQYV. The MHC is HLA-A02:01 with pseudo-sequence HLA-A02:01. The binding affinity (normalized) is 0.851.